Dataset: Full USPTO retrosynthesis dataset with 1.9M reactions from patents (1976-2016). Task: Predict the reactants needed to synthesize the given product. (1) The reactants are: I.Br[CH:3]([CH2:5]CCCCC)[CH3:4].C[CH:12]([CH2:24][CH2:25]C)[CH2:13][CH2:14][CH2:15][CH2:16][CH2:17][CH2:18][CH2:19][CH2:20][C:21]([OH:23])=[O:22].C=O.[CH2:29](Br)CC. Given the product [CH2:4]([CH:20]([CH2:19][CH2:18][CH2:17][CH:16]([CH3:29])[CH2:15][CH2:14][CH2:13][CH2:12][CH2:24][CH3:25])[C:21]([OH:23])=[O:22])[CH2:3][CH3:5], predict the reactants needed to synthesize it. (2) Given the product [OH:30][CH:29]=[C:10]1[C:9]2[C:4](=[CH:5][CH:6]=[C:7]([CH2:11][C:12]3[CH:13]=[CH:14][C:15]([NH:18][C:19]([C:21]4[N:22]([CH2:27][CH3:28])[N:23]=[C:24]([CH3:26])[CH:25]=4)=[O:20])=[CH:16][CH:17]=3)[CH:8]=2)[NH:3][C:2]1=[O:1], predict the reactants needed to synthesize it. The reactants are: [O:1]=[C:2]1[CH2:10][C:9]2[C:4](=[CH:5][CH:6]=[C:7]([CH2:11][C:12]3[CH:17]=[CH:16][C:15]([NH:18][C:19]([C:21]4[N:22]([CH2:27][CH3:28])[N:23]=[C:24]([CH3:26])[CH:25]=4)=[O:20])=[CH:14][CH:13]=3)[CH:8]=2)[NH:3]1.[CH:29](OCC)=[O:30].[O-]CC.[Na+].Cl. (3) Given the product [CH3:12][O:6][C:5](=[O:7])[C:4]1[CH:8]=[CH:9][C:10]([Cl:11])=[C:2]([Br:1])[CH:3]=1, predict the reactants needed to synthesize it. The reactants are: [Br:1][C:2]1[CH:3]=[C:4]([CH:8]=[CH:9][C:10]=1[Cl:11])[C:5]([OH:7])=[O:6].[CH3:12]O.S(=O)(=O)(O)O. (4) Given the product [N:12]1[C:13]2[C:8](=[C:7]([CH:5]([CH3:6])[CH:2]([NH2:1])[CH2:3][NH2:4])[CH:16]=[CH:15][CH:14]=2)[CH:9]=[CH:10][CH:11]=1, predict the reactants needed to synthesize it. The reactants are: [NH2:1][CH:2]([CH:5]([C:7]1[CH:16]=[CH:15][CH:14]=[C:13]2[C:8]=1[CH:9]=[CH:10][CH:11]=[N:12]2)[CH3:6])[C:3]#[N:4].C(N)CN. (5) Given the product [F:38][C:23]1[S:22][C:21]([C:18]2[CH:19]=[CH:20][C:15]([C:12]3[CH:13]=[CH:14][C:9]([C:6]4([C:4]([OH:5])=[O:3])[CH2:7][CH2:8]4)=[CH:10][CH:11]=3)=[C:16]([O:39][CH3:40])[CH:17]=2)=[C:25]([NH:26][C:27]([O:29][CH:30]([C:32]2[C:36]([CH3:37])=[CH:35][S:34][CH:33]=2)[CH3:31])=[O:28])[CH:24]=1, predict the reactants needed to synthesize it. The reactants are: C([O:3][C:4]([C:6]1([C:9]2[CH:14]=[CH:13][C:12]([C:15]3[CH:20]=[CH:19][C:18]([C:21]4[S:22][C:23]([F:38])=[CH:24][C:25]=4[NH:26][C:27]([O:29][CH:30]([C:32]4[C:36]([CH3:37])=[CH:35][S:34][CH:33]=4)[CH3:31])=[O:28])=[CH:17][C:16]=3[O:39][CH3:40])=[CH:11][CH:10]=2)[CH2:8][CH2:7]1)=[O:5])C.[OH-].[Na+].O1CCCC1.Cl. (6) Given the product [Cl:23][C:24]1[N:29]=[C:28]([NH:1][C@@H:2]2[CH2:8][CH2:7][CH2:6][CH2:5][N:4]([C:9]([N:11]([CH3:13])[CH3:12])=[O:10])[CH2:3]2)[CH:27]=[N:26][C:25]=1[C:31]#[N:32], predict the reactants needed to synthesize it. The reactants are: [NH2:1][C@@H:2]1[CH2:8][CH2:7][CH2:6][CH2:5][N:4]([C:9]([N:11]([CH3:13])[CH3:12])=[O:10])[CH2:3]1.CCN(C(C)C)C(C)C.[Cl:23][C:24]1[C:25]([C:31]#[N:32])=[N:26][CH:27]=[C:28](Cl)[N:29]=1. (7) Given the product [CH2:44]([N:41]1[CH2:42][CH2:43][N:38]([C:36]([C@:20]23[CH2:32][CH2:31][C@@H:30]([C:33]([CH3:35])=[CH2:34])[C@@H:21]2[C@@H:22]2[C@@:17]([CH3:46])([CH2:18][CH2:19]3)[C@@:16]3([CH3:47])[C@@H:25]([C@:26]4([CH3:29])[C@@H:13]([CH2:14][CH2:15]3)[C:12]([CH3:48])([CH3:49])[C@@H:11]([O:10][C:8]([C@H:7]3[C@@H:5]([CH2:4][C:3]([OH:52])=[O:2])[C:6]3([CH3:51])[CH3:50])=[O:9])[CH2:28][CH2:27]4)[CH2:24][CH2:23]2)=[O:37])[CH2:39][CH2:40]1)[CH3:45], predict the reactants needed to synthesize it. The reactants are: C[O:2][C:3](=[O:52])[CH2:4][C@@H:5]1[C@H:7]([C:8]([O:10][C@H:11]2[CH2:28][CH2:27][C@@:26]3([CH3:29])[C@@H:13]([CH2:14][CH2:15][C@:16]4([CH3:47])[C@@H:25]3[CH2:24][CH2:23][C@H:22]3[C@@:17]4([CH3:46])[CH2:18][CH2:19][C@@:20]4([C:36]([N:38]5[CH2:43][CH2:42][N:41]([CH2:44][CH3:45])[CH2:40][CH2:39]5)=[O:37])[CH2:32][CH2:31][C@@H:30]([C:33]([CH3:35])=[CH2:34])[C@@H:21]43)[C:12]2([CH3:49])[CH3:48])=[O:9])[C:6]1([CH3:51])[CH3:50].[OH-].[Na+]. (8) The reactants are: [C:1]([C:4]1[CH:9]=[CH:8][C:7]([N:10]2[CH2:15][C@@H:14]3[CH2:16][C@H:11]2[CH2:12][N:13]3[C:17]([O:19][C:20]([CH3:23])([CH3:22])[CH3:21])=[O:18])=[CH:6][C:5]=1[CH3:24])(=[O:3])[CH3:2].CO[CH:27](OC)[N:28]([CH3:30])[CH3:29]. Given the product [CH3:27][N:28]([CH3:30])/[CH:29]=[CH:2]/[C:1]([C:4]1[CH:9]=[CH:8][C:7]([N:10]2[CH2:15][C@@H:14]3[CH2:16][C@H:11]2[CH2:12][N:13]3[C:17]([O:19][C:20]([CH3:23])([CH3:22])[CH3:21])=[O:18])=[CH:6][C:5]=1[CH3:24])=[O:3], predict the reactants needed to synthesize it. (9) Given the product [Cl:1][C:2]1[CH:3]=[N:4][N:5]([C:7]2[CH:12]=[CH:11][N:10]=[CH:9][C:8]=2[N:13]2[CH2:14][CH2:15][CH:16]([C:19]([N:26]3[CH2:27][CH2:28][C@H:24]([F:23])[CH2:25]3)=[O:21])[CH2:17][CH2:18]2)[CH:6]=1, predict the reactants needed to synthesize it. The reactants are: [Cl:1][C:2]1[CH:3]=[N:4][N:5]([C:7]2[CH:12]=[CH:11][N:10]=[CH:9][C:8]=2[N:13]2[CH2:18][CH2:17][CH:16]([C:19]([OH:21])=O)[CH2:15][CH2:14]2)[CH:6]=1.Cl.[F:23][C@H:24]1[CH2:28][CH2:27][NH:26][CH2:25]1.CN(C(ON1N=NC2C=CC=NC1=2)=[N+](C)C)C.F[P-](F)(F)(F)(F)F.CCN(C(C)C)C(C)C.